This data is from Full USPTO retrosynthesis dataset with 1.9M reactions from patents (1976-2016). The task is: Predict the reactants needed to synthesize the given product. Given the product [NH:8]1[CH2:11][CH:10]([N:12]2[CH2:16][CH2:15][C@H:14]([OH:17])[CH2:13]2)[CH2:9]1, predict the reactants needed to synthesize it. The reactants are: C(OC([N:8]1[CH2:11][CH:10]([N:12]2[CH2:16][CH2:15][C@H:14]([OH:17])[CH2:13]2)[CH2:9]1)=O)(C)(C)C.C(O)(C(F)(F)F)=O.